Dataset: NCI-60 drug combinations with 297,098 pairs across 59 cell lines. Task: Regression. Given two drug SMILES strings and cell line genomic features, predict the synergy score measuring deviation from expected non-interaction effect. (1) Drug 1: C1CC(C1)(C(=O)O)C(=O)O.[NH2-].[NH2-].[Pt+2]. Drug 2: CC12CCC3C(C1CCC2OP(=O)(O)O)CCC4=C3C=CC(=C4)OC(=O)N(CCCl)CCCl.[Na+]. Cell line: HOP-62. Synergy scores: CSS=-3.72, Synergy_ZIP=2.67, Synergy_Bliss=-2.68, Synergy_Loewe=5.97, Synergy_HSA=-5.98. (2) Drug 1: CC1=C(C(=O)C2=C(C1=O)N3CC4C(C3(C2COC(=O)N)OC)N4)N. Drug 2: C(CCl)NC(=O)N(CCCl)N=O. Cell line: HOP-92. Synergy scores: CSS=-1.45, Synergy_ZIP=-0.575, Synergy_Bliss=-1.12, Synergy_Loewe=-10.1, Synergy_HSA=-8.96. (3) Drug 1: C(=O)(N)NO. Drug 2: CN(CCCl)CCCl.Cl. Cell line: OVCAR-8. Synergy scores: CSS=2.79, Synergy_ZIP=-1.37, Synergy_Bliss=-0.866, Synergy_Loewe=-9.51, Synergy_HSA=-2.62. (4) Drug 1: COC1=C(C=C2C(=C1)N=CN=C2NC3=CC(=C(C=C3)F)Cl)OCCCN4CCOCC4. Drug 2: CN(C)N=NC1=C(NC=N1)C(=O)N. Cell line: MOLT-4. Synergy scores: CSS=16.1, Synergy_ZIP=-7.86, Synergy_Bliss=-3.23, Synergy_Loewe=-0.925, Synergy_HSA=-0.182. (5) Drug 1: C#CCC(CC1=CN=C2C(=N1)C(=NC(=N2)N)N)C3=CC=C(C=C3)C(=O)NC(CCC(=O)O)C(=O)O. Drug 2: C1=NNC2=C1C(=O)NC=N2. Cell line: SK-MEL-28. Synergy scores: CSS=2.12, Synergy_ZIP=0.672, Synergy_Bliss=1.53, Synergy_Loewe=2.37, Synergy_HSA=1.39. (6) Drug 1: C1CN1C2=NC(=NC(=N2)N3CC3)N4CC4. Drug 2: C1=NC2=C(N1)C(=S)N=CN2. Cell line: HOP-92. Synergy scores: CSS=39.9, Synergy_ZIP=-8.81, Synergy_Bliss=-12.8, Synergy_Loewe=-9.20, Synergy_HSA=-5.57. (7) Drug 1: CC12CCC(CC1=CCC3C2CCC4(C3CC=C4C5=CN=CC=C5)C)O. Drug 2: C1=C(C(=O)NC(=O)N1)F. Cell line: T-47D. Synergy scores: CSS=29.0, Synergy_ZIP=-3.84, Synergy_Bliss=-4.66, Synergy_Loewe=-3.87, Synergy_HSA=-2.18. (8) Drug 1: C1C(C(OC1N2C=C(C(=O)NC2=O)F)CO)O. Drug 2: CN1C2=C(C=C(C=C2)N(CCCl)CCCl)N=C1CCCC(=O)O.Cl. Cell line: TK-10. Synergy scores: CSS=11.1, Synergy_ZIP=-0.335, Synergy_Bliss=3.21, Synergy_Loewe=-15.3, Synergy_HSA=2.03. (9) Drug 1: CC1=C(C(CCC1)(C)C)C=CC(=CC=CC(=CC(=O)O)C)C. Drug 2: C1C(C(OC1N2C=NC(=NC2=O)N)CO)O. Cell line: OVCAR3. Synergy scores: CSS=3.91, Synergy_ZIP=-0.497, Synergy_Bliss=1.87, Synergy_Loewe=-0.893, Synergy_HSA=0.420. (10) Drug 1: C1=C(C(=O)NC(=O)N1)N(CCCl)CCCl. Drug 2: CC1=C(N=C(N=C1N)C(CC(=O)N)NCC(C(=O)N)N)C(=O)NC(C(C2=CN=CN2)OC3C(C(C(C(O3)CO)O)O)OC4C(C(C(C(O4)CO)O)OC(=O)N)O)C(=O)NC(C)C(C(C)C(=O)NC(C(C)O)C(=O)NCCC5=NC(=CS5)C6=NC(=CS6)C(=O)NCCC[S+](C)C)O. Cell line: MOLT-4. Synergy scores: CSS=77.6, Synergy_ZIP=8.41, Synergy_Bliss=8.49, Synergy_Loewe=6.03, Synergy_HSA=6.52.